This data is from Forward reaction prediction with 1.9M reactions from USPTO patents (1976-2016). The task is: Predict the product of the given reaction. (1) Given the reactants [NH2:1][C:2]1[N:6]([CH:7]2[CH2:12][CH2:11][CH2:10][CH2:9][O:8]2)[N:5]=[C:4]([C:13]([NH:15][C:16]2[CH:20]=[C:19]([C:21]3[CH:26]=[CH:25][C:24]([CH3:27])=[CH:23][CH:22]=3)[N:18]([CH:28]3[CH2:33][CH2:32][CH2:31][CH2:30][O:29]3)[N:17]=2)=[O:14])[CH:3]=1.[O:34]1[CH2:39][CH2:38][CH2:37][CH2:36][CH:35]1[N:40]1[C:44]([C:45]2[CH:50]=[CH:49][C:48]([CH3:51])=[CH:47][CH:46]=2)=[CH:43][C:42]([C:52](O)=[O:53])=[N:41]1.[I-].ClC1C=CC=C[N+]=1C.CCN(C(C)C)C(C)C, predict the reaction product. The product is: [O:34]1[CH2:39][CH2:38][CH2:37][CH2:36][CH:35]1[N:40]1[C:44]([C:45]2[CH:50]=[CH:49][C:48]([CH3:51])=[CH:47][CH:46]=2)=[CH:43][C:42]([C:52]([NH:1][C:2]2[N:6]([CH:7]3[CH2:12][CH2:11][CH2:10][CH2:9][O:8]3)[N:5]=[C:4]([C:13](=[O:14])[NH:15][C:16]3[CH:20]=[C:19]([C:21]4[CH:26]=[CH:25][C:24]([CH3:27])=[CH:23][CH:22]=4)[N:18]([CH:28]4[CH2:33][CH2:32][CH2:31][CH2:30][O:29]4)[N:17]=3)[CH:3]=2)=[O:53])=[N:41]1. (2) Given the reactants Br[C:2]1[CH:3]=[C:4]([N+:10]([O-:12])=[O:11])[C:5]([CH3:9])=[C:6]([F:8])[CH:7]=1.[F:13][C:14]1[CH:15]=[C:16](B(O)O)[CH:17]=[CH:18][CH:19]=1.C([O-])([O-])=O.[K+].[K+].O, predict the reaction product. The product is: [F:8][C:6]1[CH:7]=[C:2]([C:18]2[CH:17]=[CH:16][CH:15]=[C:14]([F:13])[CH:19]=2)[CH:3]=[C:4]([N+:10]([O-:12])=[O:11])[C:5]=1[CH3:9]. (3) The product is: [CH3:1][C:2]([CH3:7])([CH3:6])[CH2:3][C:4]([C:12]1[CH:13]=[CH:14][C:9]([CH:19]=[O:8])=[CH:10][CH:11]=1)=[O:5]. Given the reactants [CH3:1][C:2]([CH3:7])([CH3:6])[CH2:3][CH:4]=[O:5].[OH2:8].[C:9]1([CH3:19])[CH:14]=[CH:13][C:12](S(O)(=O)=O)=[CH:11][CH:10]=1, predict the reaction product. (4) Given the reactants [C:1]([C:3]1[CH:32]=[CH:31][C:6]([CH2:7][N:8]([CH:21]2[C:30]3N=[CH:28][CH:27]=[CH:26][C:25]=3[CH2:24][CH2:23][CH2:22]2)S(C2C=CC=CC=2[N+]([O-])=O)(=O)=O)=[C:5]([CH2:33][OH:34])[CH:4]=1)#[N:2].[C:35]([O-])([O-])=O.[K+].[K+].C1(S)C=CC=CC=1.N#N, predict the reaction product. The product is: [OH:34][CH2:33][C:5]1[CH:4]=[C:3]([CH:32]=[CH:31][C:6]=1[CH2:7][NH:8][CH:21]1[C:30]2[C:25](=[CH:26][CH:27]=[CH:28][CH:35]=2)[CH2:24][CH2:23][CH2:22]1)[C:1]#[N:2]. (5) Given the reactants [CH3:1][O:2][C:3]1[CH:8]=[CH:7][C:6](OC)=[CH:5][C:4]=1[C:11](=[O:29])[CH2:12][N:13]1[C:17]([C:18]([O:20][CH2:21][CH3:22])=[O:19])=[CH:16][C:15]([C:23]2[CH:24]=[N:25][CH:26]=[CH:27][CH:28]=2)=[N:14]1.N1C=CC=C(C2C=C([C:41](OCC)=[O:42])NN=2)C=1.BrCC(C1C=CC(OC)=CC=1OC)=O, predict the reaction product. The product is: [CH3:1][O:2][C:3]1[CH:8]=[C:7]([O:42][CH3:41])[CH:6]=[CH:5][C:4]=1[C:11](=[O:29])[CH2:12][N:13]1[C:17]([C:18]([O:20][CH2:21][CH3:22])=[O:19])=[CH:16][C:15]([C:23]2[CH:24]=[N:25][CH:26]=[CH:27][CH:28]=2)=[N:14]1. (6) Given the reactants [CH2:1]([N:8]1[CH2:25][CH:24]([CH:26]=[CH2:27])[O:23][C:10]2([CH2:15][CH2:14][N:13](C(OC(C)(C)C)=O)[CH2:12][CH2:11]2)[CH2:9]1)[C:2]1[CH:7]=[CH:6][CH:5]=[CH:4][CH:3]=1.Cl.[CH:29]([O:32][C:33]1[CH:41]=[CH:40][C:36]([C:37]([OH:39])=O)=[CH:35][C:34]=1[CH3:42])([CH3:31])[CH3:30].CN(C(ON1N=NC2C=CC=NC1=2)=[N+](C)C)C.F[P-](F)(F)(F)(F)F.C(N(CC)CC)C, predict the reaction product. The product is: [CH2:1]([N:8]1[CH2:25][CH:24]([CH:26]=[CH2:27])[O:23][C:10]2([CH2:11][CH2:12][N:13]([C:37]([C:36]3[CH:40]=[CH:41][C:33]([O:32][CH:29]([CH3:30])[CH3:31])=[C:34]([CH3:42])[CH:35]=3)=[O:39])[CH2:14][CH2:15]2)[CH2:9]1)[C:2]1[CH:3]=[CH:4][CH:5]=[CH:6][CH:7]=1. (7) Given the reactants [NH:1]1[CH2:9][CH2:8][CH:4]([C:5]([OH:7])=[O:6])[CH2:3][CH2:2]1.[OH-].[Na+].[C:12](Cl)(=[O:19])[C:13]1[CH:18]=[CH:17][CH:16]=[CH:15][CH:14]=1.Cl, predict the reaction product. The product is: [C:12]([N:1]1[CH2:9][CH2:8][CH:4]([C:5]([OH:7])=[O:6])[CH2:3][CH2:2]1)(=[O:19])[C:13]1[CH:18]=[CH:17][CH:16]=[CH:15][CH:14]=1. (8) Given the reactants [NH2:1][C:2]1[C:11]2[C:6](=[CH:7][CH:8]=[CH:9][CH:10]=2)[C:5]([O:12][C:13]2[CH:18]=[CH:17][N:16]=[C:15]([NH:19][C:20]3[CH:21]=[C:22]([CH:37]=[C:38]([C:40]#[CH:41])[CH:39]=3)[C:23]([NH:25][C@@H:26]([CH3:36])[CH2:27][O:28][CH2:29][CH2:30][O:31][CH2:32][CH2:33][O:34][CH3:35])=[O:24])[CH:14]=2)=[CH:4][CH:3]=1.C1([O:48][C:49](=O)[NH:50][C:51]2[CH:56]=[C:55]([C:57]([CH3:60])([CH3:59])[CH3:58])[CH:54]=[C:53]([NH:61][S:62]([CH3:65])(=[O:64])=[O:63])[C:52]=2[O:66][CH3:67])C=CC=CC=1.CCN(CC)CC, predict the reaction product. The product is: [C:57]([C:55]1[CH:54]=[C:53]([NH:61][S:62]([CH3:65])(=[O:64])=[O:63])[C:52]([O:66][CH3:67])=[C:51]([NH:50][C:49](=[O:48])[NH:1][C:2]2[C:11]3[C:6](=[CH:7][CH:8]=[CH:9][CH:10]=3)[C:5]([O:12][C:13]3[CH:18]=[CH:17][N:16]=[C:15]([NH:19][C:20]4[CH:21]=[C:22]([CH:37]=[C:38]([C:40]#[CH:41])[CH:39]=4)[C:23]([NH:25][C@@H:26]([CH3:36])[CH2:27][O:28][CH2:29][CH2:30][O:31][CH2:32][CH2:33][O:34][CH3:35])=[O:24])[CH:14]=3)=[CH:4][CH:3]=2)[CH:56]=1)([CH3:60])([CH3:58])[CH3:59]. (9) Given the reactants [S:1]1[C:9]2[C:4](=[N:5][CH:6]=[CH:7][N:8]=2)[NH:3][C:2]1=S.S(Cl)([Cl:14])(=O)=O.O.[OH-].[Na+], predict the reaction product. The product is: [Cl:14][C:2]1[S:1][C:9]2[C:4]([N:3]=1)=[N:5][CH:6]=[CH:7][N:8]=2.